From a dataset of Full USPTO retrosynthesis dataset with 1.9M reactions from patents (1976-2016). Predict the reactants needed to synthesize the given product. (1) Given the product [CH2:2]([O:4][C:5]([N:7]1[C:15]([NH2:16])=[C:10]2[CH2:11][N:12]([S:34]([C:29]3[CH:28]=[C:27]([F:26])[CH:32]=[C:31]([F:33])[CH:30]=3)(=[O:36])=[O:35])[CH2:13][CH2:14][C:9]2=[N:8]1)=[O:6])[CH3:3], predict the reactants needed to synthesize it. The reactants are: Cl.[CH2:2]([O:4][C:5]([N:7]1[C:15]([NH2:16])=[C:10]2[CH2:11][NH:12][CH2:13][CH2:14][C:9]2=[N:8]1)=[O:6])[CH3:3].C(N(CC)C(C)C)(C)C.[F:26][C:27]1[CH:28]=[C:29]([S:34](Cl)(=[O:36])=[O:35])[CH:30]=[C:31]([F:33])[CH:32]=1. (2) Given the product [CH3:17][N:18]1[CH2:23][CH2:22][N:21]([CH2:2][C:3]([N:5]2[C:13]3[C:8](=[CH:9][C:10]([N+:14]([O-:16])=[O:15])=[CH:11][CH:12]=3)[CH:7]=[CH:6]2)=[O:4])[CH2:20][CH2:19]1, predict the reactants needed to synthesize it. The reactants are: Cl[CH2:2][C:3]([N:5]1[C:13]2[C:8](=[CH:9][C:10]([N+:14]([O-:16])=[O:15])=[CH:11][CH:12]=2)[CH:7]=[CH:6]1)=[O:4].[CH3:17][N:18]1[CH2:23][CH2:22][NH:21][CH2:20][CH2:19]1.